Dataset: Reaction yield outcomes from USPTO patents with 853,638 reactions. Task: Predict the reaction yield, written as a fraction of the theoretical maximum amount of product (1.0 means a 100% yield; for example, 0.34 means a 34% yield). (1) The reactants are [CH3:1][N:2]([CH3:12])[C:3]1[CH:4]=[N:5][C:6]([N+:9]([O-])=O)=[CH:7][N:8]=1.[H][H]. The catalyst is C(O)C.[Pd]. The product is [CH3:1][N:2]([CH3:12])[C:3]1[N:8]=[CH:7][C:6]([NH2:9])=[N:5][CH:4]=1. The yield is 0.750. (2) The reactants are N.C(OC[N:10]1[C:19](=[O:20])[C:18]2[C:13](=[CH:14][C:15]([O:29][CH3:30])=[CH:16][C:17]=2[O:21][CH:22]2[CH2:27][CH2:26][N:25]([CH3:28])[CH2:24][CH2:23]2)[N:12]=[CH:11]1)(=O)C(C)(C)C. The catalyst is CO. The product is [CH3:30][O:29][C:15]1[CH:14]=[C:13]2[C:18]([C:19](=[O:20])[NH:10][CH:11]=[N:12]2)=[C:17]([O:21][CH:22]2[CH2:27][CH2:26][N:25]([CH3:28])[CH2:24][CH2:23]2)[CH:16]=1. The yield is 0.750. (3) The reactants are [C:1]([C:5]1[N:6]([CH2:17][C@@H:18]2[CH2:22][O:21][C:20]([CH3:24])([CH3:23])[O:19]2)[C:7]2[C:12]([CH:13]=1)=[CH:11][C:10]([N+:14]([O-])=O)=[CH:9][CH:8]=2)([CH3:4])([CH3:3])[CH3:2].C([O-])=O.[NH4+]. The catalyst is C(O)C.O.[Pd]. The product is [C:1]([C:5]1[N:6]([CH2:17][C@@H:18]2[CH2:22][O:21][C:20]([CH3:24])([CH3:23])[O:19]2)[C:7]2[C:12]([CH:13]=1)=[CH:11][C:10]([NH2:14])=[CH:9][CH:8]=2)([CH3:4])([CH3:2])[CH3:3]. The yield is 0.980. (4) The reactants are [CH:1]12[CH2:10][CH:5]3[CH2:6][CH:7]([CH2:9][CH:3]([CH2:4]3)[C:2]1=[O:11])[CH2:8]2.[C:12]12(C(=O)C)CC3CC(CC(C3)[CH2:13]1)[CH2:19]2. No catalyst specified. The product is [CH:12]([C:2]1([OH:11])[CH:3]2[CH2:9][CH:7]3[CH2:6][CH:5]([CH2:10][CH:1]1[CH2:8]3)[CH2:4]2)([CH3:19])[CH3:13]. The yield is 0.610. (5) The reactants are [Br:1][CH2:2][CH2:3][C:4]#[C:5][C:6]1[CH:11]=[CH:10][C:9]([CH2:12][CH2:13][CH2:14][CH3:15])=[CH:8][CH:7]=1.[N:16]1[CH:21]=[CH:20][C:19]([CH3:22])=[CH:18][CH:17]=1. The catalyst is C(#N)C. The product is [Br-:1].[CH2:12]([C:9]1[CH:10]=[CH:11][C:6]([C:5]#[C:4][CH2:3][CH2:2][N+:16]2[CH:21]=[CH:20][C:19]([CH3:22])=[CH:18][CH:17]=2)=[CH:7][CH:8]=1)[CH2:13][CH2:14][CH3:15]. The yield is 0.670.